This data is from Full USPTO retrosynthesis dataset with 1.9M reactions from patents (1976-2016). The task is: Predict the reactants needed to synthesize the given product. (1) Given the product [CH2:1]([O:8][C:9]([C@@H:11]1[CH2:15][C@H:14]([NH:16][C:17]([O:19][CH2:20][CH:21]2[C:33]3[CH:32]=[CH:31][CH:30]=[CH:29][C:28]=3[C:27]3[C:22]2=[CH:23][CH:24]=[CH:25][CH:26]=3)=[O:18])[CH2:13][N:12]1[C:42](=[O:43])[NH:41][C:44]1[C:52]2[C:47](=[CH:48][CH:49]=[CH:50][CH:51]=2)[N:46]([C:53](=[O:54])[NH2:55])[CH:45]=1)=[O:10])[C:2]1[CH:3]=[CH:4][CH:5]=[CH:6][CH:7]=1, predict the reactants needed to synthesize it. The reactants are: [CH2:1]([O:8][C:9]([C@@H:11]1[CH2:15][C@H:14]([NH:16][C:17]([O:19][CH2:20][CH:21]2[C:33]3[CH:32]=[CH:31][CH:30]=[CH:29][C:28]=3[C:27]3[C:22]2=[CH:23][CH:24]=[CH:25][CH:26]=3)=[O:18])[CH2:13][NH:12]1)=[O:10])[C:2]1[CH:7]=[CH:6][CH:5]=[CH:4][CH:3]=1.CCN(CC)CC.[N:41]([C:44]1[C:52]2[C:47](=[CH:48][CH:49]=[CH:50][CH:51]=2)[N:46]([C:53]([NH2:55])=[O:54])[CH:45]=1)=[C:42]=[O:43].O. (2) Given the product [C@H:30]12[CH2:38][C@H:33]([CH2:32][CH2:31]1)[C@@H:34]([C:35]([O:37][CH2:19][C:18]([C:14]1[CH:13]=[C:12]3[C:17](=[CH:16][CH:15]=1)[C:2]1[S:1][C:5]([C:6](=[O:9])[CH2:7][O:37][C:35]([C@@H:34]4[C@@H:33]5[CH2:38][C@@H:30]([CH2:31][CH2:32]5)[N:29]4[C:27]([O:26][C:22]([CH3:25])([CH3:24])[CH3:23])=[O:28])=[O:36])=[CH:4][C:3]=1[CH:10]=[CH:11]3)=[O:21])=[O:36])[N:29]2[C:27]([O:26][C:22]([CH3:25])([CH3:23])[CH3:24])=[O:28], predict the reactants needed to synthesize it. The reactants are: [S:1]1[C:5]([C:6](=[O:9])[CH2:7]Br)=[CH:4][C:3]2[CH:10]=[CH:11][C:12]3[C:17]([C:2]1=2)=[CH:16][CH:15]=[C:14]([C:18](=[O:21])[CH2:19]Br)[CH:13]=3.[C:22]([O:26][C:27]([N:29]1[C@H:34]([C:35]([OH:37])=[O:36])[C@@H:33]2[CH2:38][C@H:30]1[CH2:31][CH2:32]2)=[O:28])([CH3:25])([CH3:24])[CH3:23]. (3) Given the product [CH2:20]([O:19][P:18]([CH2:17][C:16]1[CH:26]=[CH:27][C:13]([NH:12][C:4]2[N:3]=[C:2]([NH:30][C:31]3[CH:32]=[CH:33][C:34]([CH:42]4[CH2:43][CH2:44][C:45]([OH:52])([C:48]([OH:50])=[O:49])[CH2:46][CH2:47]4)=[C:35]4[C:39]=3[C:38](=[O:40])[N:37]([CH3:41])[CH2:36]4)[C:7]([C:8]([F:11])([F:10])[F:9])=[CH:6][N:5]=2)=[C:14]([O:28][CH3:29])[CH:15]=1)([O:22][CH2:23][CH3:24])=[O:25])[CH3:21], predict the reactants needed to synthesize it. The reactants are: Cl[C:2]1[C:7]([C:8]([F:11])([F:10])[F:9])=[CH:6][N:5]=[C:4]([NH:12][C:13]2[CH:27]=[CH:26][C:16]([CH2:17][P:18](=[O:25])([O:22][CH2:23][CH3:24])[O:19][CH2:20][CH3:21])=[CH:15][C:14]=2[O:28][CH3:29])[N:3]=1.[NH2:30][C:31]1[CH:32]=[CH:33][C:34]([CH:42]2[CH2:47][CH2:46][C:45]([O:52][Si](C(C)(C)C)(C)C)([C:48]([O:50]C)=[O:49])[CH2:44][CH2:43]2)=[C:35]2[C:39]=1[C:38](=[O:40])[N:37]([CH3:41])[CH2:36]2.C(O)(C(F)(F)F)=O.CCCC[N+](CCCC)(CCCC)CCCC.[F-].O.[OH-].[Li+].Cl. (4) Given the product [Cl:1][C:2]1[CH:3]=[CH:4][C:5]([C:31]#[N:32])=[C:6]([C:8]2[C:13]([O:14][CH3:15])=[CH:12][N:11]([CH:16]([CH2:24][C@H:25]3[CH2:29][CH2:28][CH2:27][O:26]3)[C:17]([OH:19])=[O:18])[C:10](=[O:30])[CH:9]=2)[CH:7]=1, predict the reactants needed to synthesize it. The reactants are: [Cl:1][C:2]1[CH:3]=[CH:4][C:5]([C:31]#[N:32])=[C:6]([C:8]2[C:13]([O:14][CH3:15])=[CH:12][N:11]([CH:16]([CH2:24][C@H:25]3[CH2:29][CH2:28][CH2:27][O:26]3)[C:17]([O:19]C(C)(C)C)=[O:18])[C:10](=[O:30])[CH:9]=2)[CH:7]=1.C(O)(C(F)(F)F)=O. (5) The reactants are: [N+:1]([C:4]1[CH:5]=[C:6]([CH:8]=[C:9]([C:11]([F:14])([F:13])[F:12])[CH:10]=1)[NH2:7])([O-:3])=[O:2].C(N(CC)CC)C.[CH3:22][S:23](Cl)(=[O:25])=[O:24].CCOC(C)=O. Given the product [N+:1]([C:4]1[CH:5]=[C:6]([NH:7][S:23]([CH3:22])(=[O:25])=[O:24])[CH:8]=[C:9]([C:11]([F:12])([F:13])[F:14])[CH:10]=1)([O-:3])=[O:2], predict the reactants needed to synthesize it.